This data is from Reaction yield outcomes from USPTO patents with 853,638 reactions. The task is: Predict the reaction yield, written as a fraction of the theoretical maximum amount of product (1.0 means a 100% yield; for example, 0.34 means a 34% yield). The reactants are [CH2:1]([O:8][C:9]1[N:10]=[N:11][C:12](Cl)=[CH:13][CH:14]=1)[C:2]1[CH:7]=[CH:6][CH:5]=[CH:4][CH:3]=1.NC(N)=[S:18]. The catalyst is CC(CC)=O. The product is [CH2:1]([O:8][C:9]1[N:10]=[N:11][C:12]([SH:18])=[CH:13][CH:14]=1)[C:2]1[CH:7]=[CH:6][CH:5]=[CH:4][CH:3]=1. The yield is 0.150.